From a dataset of Forward reaction prediction with 1.9M reactions from USPTO patents (1976-2016). Predict the product of the given reaction. (1) Given the reactants I[C:2]1[CH2:7][CH2:6][C:5]([CH3:9])([CH3:8])[C:4](=[O:10])[CH:3]=1.[CH3:11][Si:12]([C:15]#[CH:16])([CH3:14])[CH3:13].C(NC(C)C)(C)C, predict the reaction product. The product is: [CH3:8][C:5]1([CH3:9])[C:4](=[O:10])[CH:3]=[C:2]([C:16]#[C:15][Si:12]([CH3:14])([CH3:13])[CH3:11])[CH2:7][CH2:6]1. (2) The product is: [OH:20][CH:21]([CH3:24])[CH2:22][NH:23][C:17]([C:15]1[CH:16]=[C:11]([C:5]2[CH:4]=[C:3]([CH2:1][CH3:2])[C:8](=[O:9])[NH:7][C:6]=2[CH3:10])[CH:12]=[N:13][CH:14]=1)=[O:19]. Given the reactants [CH2:1]([C:3]1[C:8](=[O:9])[NH:7][C:6]([CH3:10])=[C:5]([C:11]2[CH:12]=[N:13][CH:14]=[C:15]([C:17]([OH:19])=O)[CH:16]=2)[CH:4]=1)[CH3:2].[OH:20][CH:21]([CH3:24])[CH2:22][NH2:23], predict the reaction product. (3) The product is: [Cl:1][C:2]1[N:3]=[C:4]2[NH:22][N:11]=[C:12]([C:13]3[CH:18]=[CH:17][CH:16]=[CH:15][CH:14]=3)[C:5]2=[CH:6][CH:7]=1. Given the reactants [Cl:1][C:2]1[CH:7]=[CH:6][CH:5]=[C:4](F)[N:3]=1.CO[N:11](C)[C:12](=O)[C:13]1[CH:18]=[CH:17][CH:16]=[CH:15][CH:14]=1.[Cl-].[NH4+:22], predict the reaction product.